Dataset: Full USPTO retrosynthesis dataset with 1.9M reactions from patents (1976-2016). Task: Predict the reactants needed to synthesize the given product. (1) Given the product [CH2:27]1[O:28][C:7]2[CH:6]=[C:5]3[C:10]([C@H:11]([O:25][Si:15]([CH2:32][CH3:33])([CH2:19][CH3:20])[CH2:16][CH3:17])[C@@H:12]([CH2:13][O:14][Si:15]([CH:16]([CH3:18])[CH3:17])([CH:22]([CH3:24])[CH3:23])[CH:19]([CH3:20])[CH3:21])[C:3]([C:1]([OH:38])=[O:2])=[CH:4]3)=[CH:9][C:8]=2[O:26]1, predict the reactants needed to synthesize it. The reactants are: [CH:1]([C:3]1[C@H:12]([CH2:13][O:14][Si:15]([CH:22]([CH3:24])[CH3:23])([CH:19]([CH3:21])[CH3:20])[CH:16]([CH3:18])[CH3:17])[C@@H:11]([OH:25])[C:10]2[C:5](=[CH:6][C:7]3[O:28][CH2:27][O:26][C:8]=3[CH:9]=2)[CH:4]=1)=[O:2].N1[CH:33]=[CH:32]N=C1.[O-]Cl=O.[Na+].[OH2:38]. (2) Given the product [C:9]([O:13][CH2:6][CH2:7][CH2:8][CH3:3])(=[O:12])[CH:10]=[CH2:11], predict the reactants needed to synthesize it. The reactants are: C=C[C:3]1[CH:8]=[CH:7][CH:6]=CC=1.[C:9]([O:13]CCC(O)=O)(=[O:12])[CH:10]=[CH2:11].